This data is from Full USPTO retrosynthesis dataset with 1.9M reactions from patents (1976-2016). The task is: Predict the reactants needed to synthesize the given product. (1) Given the product [C:34]1([C:19]2[CH:20]=[C:21]3[C:28]4=[N:42][NH:43][CH:30]=[C:27]4[CH2:26][CH2:25][CH2:24][C:22]3=[N:23][C:18]=2[C:15]2[CH:14]=[CH:13][C:12]([C:8]3([NH2:7])[CH2:11][CH2:10][CH2:9]3)=[CH:17][CH:16]=2)[CH:39]=[CH:38][CH:37]=[CH:36][CH:35]=1, predict the reactants needed to synthesize it. The reactants are: C(OC(=O)[NH:7][C:8]1([C:12]2[CH:17]=[CH:16][C:15]([C:18]3[N:23]=[C:22]4[CH2:24][CH2:25][CH2:26][C:27](=[CH:30]N(C)C)[C:28](=O)[C:21]4=[CH:20][C:19]=3[C:34]3[CH:39]=[CH:38][CH:37]=[CH:36][CH:35]=3)=[CH:14][CH:13]=2)[CH2:11][CH2:10][CH2:9]1)(C)(C)C.O.[NH2:42][NH2:43]. (2) The reactants are: C(OC(=O)[NH:6][C:7]1[CH:12]=[CH:11][CH:10]=[C:9]([C:13]2[N:14]=[C:15]([N:25]3[CH2:30][CH2:29][O:28][CH2:27][CH2:26]3)[S:16][C:17]=2[C:18]2[CH:23]=[CH:22][N:21]=[C:20]([Cl:24])[N:19]=2)[C:8]=1[F:31])C=C.CC(O)=O.C([SnH](CCCC)CCCC)CCC. Given the product [Cl:24][C:20]1[N:19]=[C:18]([C:17]2[S:16][C:15]([N:25]3[CH2:26][CH2:27][O:28][CH2:29][CH2:30]3)=[N:14][C:13]=2[C:9]2[C:8]([F:31])=[C:7]([CH:12]=[CH:11][CH:10]=2)[NH2:6])[CH:23]=[CH:22][N:21]=1, predict the reactants needed to synthesize it. (3) Given the product [CH3:35][O:34][C:32]([NH:1][CH2:2][CH2:3][O:4][CH:5]([C:17]1[CH:22]=[CH:21][CH:20]=[C:19]([Cl:23])[CH:18]=1)[CH2:6][CH2:7][N:8]([CH3:16])[C:9](=[O:15])[O:10][C:11]([CH3:14])([CH3:12])[CH3:13])=[O:33], predict the reactants needed to synthesize it. The reactants are: [NH2:1][CH2:2][CH2:3][O:4][CH:5]([C:17]1[CH:22]=[CH:21][CH:20]=[C:19]([Cl:23])[CH:18]=1)[CH2:6][CH2:7][N:8]([CH3:16])[C:9](=[O:15])[O:10][C:11]([CH3:14])([CH3:13])[CH3:12].CCN(CC)CC.Cl[C:32]([O:34][CH3:35])=[O:33]. (4) Given the product [C:37]([NH:36][C:33]1[CH:32]=[CH:31][C:30]([S:27]([NH:26][C:11]2[CH:12]=[CH:13][C:14]([NH:15][CH2:16][CH2:17][O:18][Si:19]([C:22]([CH3:25])([CH3:24])[CH3:23])([CH3:21])[CH3:20])=[C:9]([NH:8][C:5](=[O:6])[C:1]([CH3:4])([CH3:3])[CH3:2])[CH:10]=2)(=[O:28])=[O:29])=[CH:35][CH:34]=1)(=[O:39])[CH3:38], predict the reactants needed to synthesize it. The reactants are: [C:1]([C:5](Cl)=[O:6])([CH3:4])([CH3:3])[CH3:2].[NH2:8][C:9]1[CH:10]=[C:11]([NH:26][S:27]([C:30]2[CH:35]=[CH:34][C:33]([NH:36][C:37](=[O:39])[CH3:38])=[CH:32][CH:31]=2)(=[O:29])=[O:28])[CH:12]=[CH:13][C:14]=1[NH:15][CH2:16][CH2:17][O:18][Si:19]([C:22]([CH3:25])([CH3:24])[CH3:23])([CH3:21])[CH3:20].CCN(CC)CC. (5) Given the product [Br:1][C:2]1[CH:9]=[CH:8][C:7]([F:10])=[CH:6][C:3]=1/[CH:4]=[N:17]/[S@:15]([C:12]([CH3:14])([CH3:13])[CH3:11])=[O:16], predict the reactants needed to synthesize it. The reactants are: [Br:1][C:2]1[CH:9]=[CH:8][C:7]([F:10])=[CH:6][C:3]=1[CH:4]=O.[CH3:11][C:12]([S@@:15]([NH2:17])=[O:16])([CH3:14])[CH3:13].CCOC(C)=O. (6) The reactants are: [O:1]=[C:2]1[CH2:7][O:6][C:5]2[CH:8]=[CH:9][C:10]([C:12](=O)[CH2:13][C:14](=O)[CH2:15][CH3:16])=[CH:11][C:4]=2[NH:3]1.[CH3:19][NH:20][NH2:21]. Given the product [CH2:15]([C:14]1[CH:13]=[C:12]([C:10]2[CH:9]=[CH:8][C:5]3[O:6][CH2:7][C:2](=[O:1])[NH:3][C:4]=3[CH:11]=2)[N:20]([CH3:19])[N:21]=1)[CH3:16], predict the reactants needed to synthesize it.